This data is from Forward reaction prediction with 1.9M reactions from USPTO patents (1976-2016). The task is: Predict the product of the given reaction. (1) Given the reactants [OH-].[Na+].C1COCC1.[Cl:8][C:9]1[CH:10]=[C:11]([C:31]2[CH:32]=[CH:33][C:34]([C:37]([NH:39][CH2:40][CH2:41][C:42]([O:44]CC)=[O:43])=[O:38])=[N:35][CH:36]=2)[CH:12]=[C:13]([C:15](=[O:30])[NH:16][C:17]2[CH:22]=[CH:21][C:20]([C:23]3[CH:28]=[CH:27][C:26]([Cl:29])=[CH:25][CH:24]=3)=[CH:19][CH:18]=2)[CH:14]=1.Cl, predict the reaction product. The product is: [Cl:8][C:9]1[CH:10]=[C:11]([C:31]2[CH:32]=[CH:33][C:34]([C:37]([NH:39][CH2:40][CH2:41][C:42]([OH:44])=[O:43])=[O:38])=[N:35][CH:36]=2)[CH:12]=[C:13]([C:15](=[O:30])[NH:16][C:17]2[CH:22]=[CH:21][C:20]([C:23]3[CH:24]=[CH:25][C:26]([Cl:29])=[CH:27][CH:28]=3)=[CH:19][CH:18]=2)[CH:14]=1. (2) The product is: [F:13][CH:11]([F:12])[O:10][C:7]1[CH:8]=[CH:9][C:4]([N:1]2[CH:21]=[C:20]([C:19]([O:23][CH2:24][CH3:25])=[O:22])[N:3]=[N:2]2)=[CH:5][CH:6]=1. Given the reactants [N:1]([C:4]1[CH:9]=[CH:8][C:7]([O:10][CH:11]([F:13])[F:12])=[CH:6][CH:5]=1)=[N+:2]=[N-:3].C1COCC1.[C:19]([O:23][CH2:24][CH3:25])(=[O:22])[C:20]#[CH:21].N1C(C)=CC=CC=1C, predict the reaction product. (3) Given the reactants N1C=CC=CC=1C(O)=O.P([O-])([O-])([O-])=O.[K+].[K+].[K+].Br[C:19]1[CH:20]=[CH:21][C:22]([CH3:27])=[C:23]([CH:26]=1)[C:24]#[N:25].[O:28]=[S:29]1(=[O:48])[CH2:34][CH2:33][N:32]2[CH:35]3[CH2:40][CH2:39][C:38]([C:41]4[CH:46]=[CH:45][C:44]([OH:47])=[CH:43][CH:42]=4)([C:31]2=[N:30]1)[CH2:37][CH2:36]3, predict the reaction product. The product is: [O:48]=[S:29]1(=[O:28])[CH2:34][CH2:33][N:32]2[CH:35]3[CH2:40][CH2:39][C:38]([C:41]4[CH:46]=[CH:45][C:44]([O:47][C:19]5[CH:20]=[CH:21][C:22]([CH3:27])=[C:23]([CH:26]=5)[C:24]#[N:25])=[CH:43][CH:42]=4)([C:31]2=[N:30]1)[CH2:37][CH2:36]3. (4) Given the reactants Br[C:2]1[CH:10]=[C:9]2[C:5]([C:6]([C:11]3[CH:16]=[CH:15][CH:14]=[CH:13][N:12]=3)=[N:7][NH:8]2)=[CH:4][CH:3]=1.[CH2:17]([NH:19][C:20](=[O:38])[C:21]1[CH:26]=[C:25](B2OC(C)(C)C(C)(C)O2)[C:24]([CH3:36])=[C:23]([F:37])[CH:22]=1)[CH3:18].C(=O)([O-])O.[Na+], predict the reaction product. The product is: [CH2:17]([NH:19][C:20](=[O:38])[C:21]1[CH:26]=[C:25]([C:2]2[CH:10]=[C:9]3[C:5]([C:6]([C:11]4[CH:16]=[CH:15][CH:14]=[CH:13][N:12]=4)=[N:7][NH:8]3)=[CH:4][CH:3]=2)[C:24]([CH3:36])=[C:23]([F:37])[CH:22]=1)[CH3:18]. (5) Given the reactants [F:1][CH:2]1[CH2:6][N:5]([C@@H](C2C=CC=CC=2)C)[CH2:4][C@@:3]1([CH3:22])[C:15]([O:17][C:18]([CH3:21])([CH3:20])[CH3:19])=[O:16].[CH2:23]([O:30][C:31](Cl)=[O:32])[C:24]1[CH:29]=[CH:28][CH:27]=[CH:26][CH:25]=1, predict the reaction product. The product is: [CH2:23]([O:30][C:31]([N:5]1[CH2:6][CH:2]([F:1])[C@:3]([CH3:22])([C:15]([O:17][C:18]([CH3:21])([CH3:20])[CH3:19])=[O:16])[CH2:4]1)=[O:32])[C:24]1[CH:29]=[CH:28][CH:27]=[CH:26][CH:25]=1.